From a dataset of Forward reaction prediction with 1.9M reactions from USPTO patents (1976-2016). Predict the product of the given reaction. (1) Given the reactants [CH3:1][O:2][C:3]1[C@@H:4]([CH:11]([CH3:13])[CH3:12])[N:5]=[C:6]([O:9][CH3:10])[CH2:7][N:8]=1.C([Li])CCC.[F:19][C:20]([F:30])([F:29])[C:21]1[CH:28]=[CH:27][C:24]([CH:25]=[O:26])=[CH:23][CH:22]=1, predict the reaction product. The product is: [CH:11]([C@@H:4]1[C:3]([O:2][CH3:1])=[N:8][C@@H:7]([C@H:25]([C:24]2[CH:23]=[CH:22][C:21]([C:20]([F:19])([F:29])[F:30])=[CH:28][CH:27]=2)[OH:26])[C:6]([O:9][CH3:10])=[N:5]1)([CH3:13])[CH3:12]. (2) Given the reactants I[C:2]1[S:6][CH:5]=[C:4]([C:7]([O:9][CH3:10])=[O:8])[C:3]=1[CH3:11].[C:12]([N:19]1[CH2:24][CH2:23][CH:22]([CH:25]=[O:26])[CH2:21][CH2:20]1)([O:14][C:15]([CH3:18])([CH3:17])[CH3:16])=[O:13].CCOC(C)=O, predict the reaction product. The product is: [OH:26][CH:25]([C:2]1[S:6][CH:5]=[C:4]([C:7]([O:9][CH3:10])=[O:8])[C:3]=1[CH3:11])[CH:22]1[CH2:23][CH2:24][N:19]([C:12]([O:14][C:15]([CH3:18])([CH3:17])[CH3:16])=[O:13])[CH2:20][CH2:21]1. (3) Given the reactants [CH3:1][C:2]1([C:7]2[S:11][C:10]([CH2:12][N:13]3[CH:17]=[C:16]([NH2:18])[CH:15]=[N:14]3)=[CH:9][CH:8]=2)[O:6]CCO1.[CH3:19][O:20][C:21]1[CH:22]=[C:23]([C:28]2[O:32][CH:31]=[N:30][C:29]=2[C:33](O)=[O:34])[CH:24]=[CH:25][C:26]=1[CH3:27], predict the reaction product. The product is: [C:2]([C:7]1[S:11][C:10]([CH2:12][N:13]2[CH:17]=[C:16]([NH:18][C:33]([C:29]3[N:30]=[CH:31][O:32][C:28]=3[C:23]3[CH:24]=[CH:25][C:26]([CH3:27])=[C:21]([O:20][CH3:19])[CH:22]=3)=[O:34])[CH:15]=[N:14]2)=[CH:9][CH:8]=1)(=[O:6])[CH3:1]. (4) Given the reactants [H-].[Na+].[C:3]1([C:9]23[N:16]([CH2:17][CH:18]=[CH2:19])[CH:13]([CH2:14][CH2:15]2)[CH2:12][CH2:11][CH:10]3[OH:20])[CH:8]=[CH:7][CH:6]=[CH:5][CH:4]=1.[F:21][C:22]([F:36])([F:35])[C:23]1[CH:24]=[C:25]([CH:28]=[C:29]([C:31]([F:34])([F:33])[F:32])[CH:30]=1)[CH2:26]Br.C1OCCOCCOCCOCCOCCOC1, predict the reaction product. The product is: [F:21][C:22]([F:35])([F:36])[C:23]1[CH:24]=[C:25]([CH2:26][O:20][C@H:10]2[CH2:11][CH2:12][C@H:13]3[N:16]([CH2:17][CH:18]=[CH2:19])[C@:9]2([C:3]2[CH:4]=[CH:5][CH:6]=[CH:7][CH:8]=2)[CH2:15][CH2:14]3)[CH:28]=[C:29]([C:31]([F:32])([F:33])[F:34])[CH:30]=1. (5) Given the reactants [F:1][C:2]([F:15])([F:14])[C:3]1[CH:8]=[CH:7][CH:6]=[CH:5][C:4]=1[CH2:9][C:10]([O:12][CH3:13])=[O:11].C[Si]([N-][Si](C)(C)C)(C)C.[K+].[CH2:26]([CH:28]1[O:30][CH2:29]1)Br.C(=O)([O-])[O-].[K+].[K+], predict the reaction product. The product is: [O:30]1[CH2:29][CH:28]1[CH2:26][CH:9]([C:4]1[CH:5]=[CH:6][CH:7]=[CH:8][C:3]=1[C:2]([F:14])([F:15])[F:1])[C:10]([O:12][CH3:13])=[O:11]. (6) Given the reactants [OH:1][CH:2]1[CH2:7][CH2:6][N:5]([C:8]([N:10]2[CH2:15][CH:14]([C:16]3[CH:21]=[CH:20][CH:19]=[C:18]([C:22]([F:25])([F:24])[F:23])[CH:17]=3)[CH2:13][CH:12]([C:26]([OH:28])=O)[CH2:11]2)=[O:9])[CH2:4][CH2:3]1.[F:29][C:30]1[CH:31]=[C:32]([C:36](=[N:38]O)[NH2:37])[CH:33]=[CH:34][CH:35]=1, predict the reaction product. The product is: [F:29][C:30]1[CH:31]=[C:32]([C:36]2[N:38]=[C:26]([CH:12]3[CH2:13][CH:14]([C:16]4[CH:21]=[CH:20][CH:19]=[C:18]([C:22]([F:24])([F:25])[F:23])[CH:17]=4)[CH2:15][N:10]([C:8]([N:5]4[CH2:6][CH2:7][CH:2]([OH:1])[CH2:3][CH2:4]4)=[O:9])[CH2:11]3)[O:28][N:37]=2)[CH:33]=[CH:34][CH:35]=1.